Dataset: Reaction yield outcomes from USPTO patents with 853,638 reactions. Task: Predict the reaction yield, written as a fraction of the theoretical maximum amount of product (1.0 means a 100% yield; for example, 0.34 means a 34% yield). (1) The reactants are [NH2:1][C@@H:2]1[C:11]2[C:6](=[CH:7][CH:8]=[CH:9][CH:10]=2)[C@H:5]([O:12][C:13]2[CH:14]=[CH:15][C:16]3[N:17]([C:19]([N:22]([CH3:31])[CH2:23][CH2:24][N:25]4[CH2:30][CH2:29][O:28][CH2:27][CH2:26]4)=[N:20][N:21]=3)[CH:18]=2)[CH2:4][CH2:3]1.ClC(Cl)(Cl)C[O:35][C:36](=O)[NH:37][C:38]1[N:39]([C:47]2[CH:52]=[CH:51][C:50]([CH3:53])=[CH:49][CH:48]=2)[N:40]=[C:41]([C:43]([CH3:46])([CH3:45])[CH3:44])[CH:42]=1.CCN(C(C)C)C(C)C.N. The catalyst is CN(C=O)C.CO.C(Cl)Cl. The product is [C:43]([C:41]1[CH:42]=[C:38]([NH:37][C:36]([NH:1][C@@H:2]2[C:11]3[C:6](=[CH:7][CH:8]=[CH:9][CH:10]=3)[C@H:5]([O:12][C:13]3[CH:14]=[CH:15][C:16]4[N:17]([C:19]([N:22]([CH3:31])[CH2:23][CH2:24][N:25]5[CH2:26][CH2:27][O:28][CH2:29][CH2:30]5)=[N:20][N:21]=4)[CH:18]=3)[CH2:4][CH2:3]2)=[O:35])[N:39]([C:47]2[CH:52]=[CH:51][C:50]([CH3:53])=[CH:49][CH:48]=2)[N:40]=1)([CH3:46])([CH3:44])[CH3:45]. The yield is 0.140. (2) The reactants are [F:1][C:2]1[CH:3]=[C:4]([CH:6]=[CH:7][C:8]=1[CH3:9])[NH2:5].Cl[CH2:11][CH2:12][C:13](Cl)=[O:14].C([O-])([O-])=O.[K+].[K+].[Al+3].[Cl-].[Cl-].[Cl-].Cl. The catalyst is CC#N. The product is [F:1][C:2]1[CH:3]=[C:4]2[C:6]([CH2:11][CH2:12][C:13](=[O:14])[NH:5]2)=[CH:7][C:8]=1[CH3:9]. The yield is 0.110. (3) The reactants are Cl.Cl.[N:3]1([CH2:9][CH:10]([C:22]2([OH:28])[CH2:27][CH2:26][CH2:25][CH2:24][CH2:23]2)[C:11]2[CH:16]=[CH:15][CH:14]=[C:13]([O:17][C:18]([F:21])([F:20])[F:19])[CH:12]=2)[CH2:8][CH2:7][NH:6][CH2:5][CH2:4]1.[CH2:29]=O.O.[OH-].[Na+]. The catalyst is C(O)=O. The product is [CH3:29][N:6]1[CH2:7][CH2:8][N:3]([CH2:9][CH:10]([C:22]2([OH:28])[CH2:27][CH2:26][CH2:25][CH2:24][CH2:23]2)[C:11]2[CH:16]=[CH:15][CH:14]=[C:13]([O:17][C:18]([F:21])([F:20])[F:19])[CH:12]=2)[CH2:4][CH2:5]1. The yield is 0.720. (4) The reactants are [CH2:1](Br)[C:2]1[CH:7]=[CH:6][CH:5]=[CH:4][CH:3]=1.[Br:9][C:10]1[CH:11]=[C:12]([CH:15]=[CH:16][C:17]=1[OH:18])[CH:13]=[O:14].C(=O)([O-])[O-].[K+].[K+]. The catalyst is [I-].C([N+](CCCC)(CCCC)CCCC)CCC.CN(C)C=O. The product is [CH2:1]([O:18][C:17]1[CH:16]=[CH:15][C:12]([CH:13]=[O:14])=[CH:11][C:10]=1[Br:9])[C:2]1[CH:7]=[CH:6][CH:5]=[CH:4][CH:3]=1. The yield is 0.980. (5) The reactants are NC1C=CC(C)=C(NC2O[C:11]([C:14]3[CH:21]=[CH:20][C:17]([C:18]#[N:19])=[CH:16][CH:15]=3)=[CH:12][N:13]=2)C=1.[CH3:23][C:24]1[CH:29]=[CH:28][C:27]([N+:30]([O-:32])=[O:31])=[CH:26][C:25]=1[NH:33][C:34](=[O:36])C.NC1C=CC(C)=C(NC(=O)C)C=1. No catalyst specified. The product is [CH3:23][C:24]1[CH:29]=[CH:28][C:27]([N+:30]([O-:32])=[O:31])=[CH:26][C:25]=1[NH:33][C:34]1[O:36][C:11]([C:14]2[CH:21]=[CH:20][C:17]([C:18]#[N:19])=[CH:16][CH:15]=2)=[CH:12][N:13]=1. The yield is 0.830.